The task is: Predict the product of the given reaction.. This data is from Forward reaction prediction with 1.9M reactions from USPTO patents (1976-2016). Given the reactants [F:1][C:2]1[CH:21]=[CH:20][CH:19]=[CH:18][C:3]=1[CH2:4][N:5]1[C:9]2=[N:10][C:11]([CH3:14])=[N:12][CH:13]=[C:8]2[C:7]([C:15](=[NH:17])[NH2:16])=[N:6]1.C([N:24](CC)CC)C.O.NN, predict the reaction product. The product is: [F:1][C:2]1[CH:21]=[CH:20][CH:19]=[CH:18][C:3]=1[CH2:4][N:5]1[C:9]2=[N:10][C:11]([CH3:14])=[N:12][CH:13]=[C:8]2[C:7]([C:15](=[NH:16])[NH:17][NH2:24])=[N:6]1.